This data is from Reaction yield outcomes from USPTO patents with 853,638 reactions. The task is: Predict the reaction yield, written as a fraction of the theoretical maximum amount of product (1.0 means a 100% yield; for example, 0.34 means a 34% yield). (1) The reactants are [Br:1][C:2]1[C:3]([NH2:9])=[N:4][CH:5]=[C:6](Br)[N:7]=1.[C:10]1(B(O)O)[CH:15]=[CH:14][CH:13]=[CH:12][CH:11]=1.C(=O)([O-])[O-].[Cs+].[Cs+]. The catalyst is O1CCOCC1.C(O)C.C(OCC)(=O)C.C1C=CC([P]([Pd]([P](C2C=CC=CC=2)(C2C=CC=CC=2)C2C=CC=CC=2)([P](C2C=CC=CC=2)(C2C=CC=CC=2)C2C=CC=CC=2)[P](C2C=CC=CC=2)(C2C=CC=CC=2)C2C=CC=CC=2)(C2C=CC=CC=2)C2C=CC=CC=2)=CC=1. The product is [NH2:9][C:3]1[C:2]([Br:1])=[N:7][C:6]([C:10]2[CH:15]=[CH:14][CH:13]=[CH:12][CH:11]=2)=[CH:5][N:4]=1. The yield is 0.880. (2) The catalyst is ClCCl. The yield is 0.760. The reactants are [C:1]1([S:7]([N:10]2[C:14]3=[N:15][CH:16]=[C:17]([F:19])[CH:18]=[C:13]3[CH:12]=[C:11]2[CH:20]([OH:27])[CH2:21][CH:22]2[CH2:26][CH2:25][CH2:24][CH2:23]2)(=[O:9])=[O:8])[CH:6]=[CH:5][CH:4]=[CH:3][CH:2]=1.CC(OI1(OC(C)=O)(OC(C)=O)OC(=O)C2C=CC=CC1=2)=O. The product is [C:1]1([S:7]([N:10]2[C:14]3=[N:15][CH:16]=[C:17]([F:19])[CH:18]=[C:13]3[CH:12]=[C:11]2[C:20](=[O:27])[CH2:21][CH:22]2[CH2:23][CH2:24][CH2:25][CH2:26]2)(=[O:9])=[O:8])[CH:2]=[CH:3][CH:4]=[CH:5][CH:6]=1. (3) The reactants are [Li+].CCC[CH2-].[CH2:6]([C@@H:13]1[CH2:17][O:16][C:15](=[O:18])[NH:14]1)[C:7]1[CH:12]=[CH:11][CH:10]=[CH:9][CH:8]=1.[C:19](Cl)(=[O:24])[CH2:20][CH:21]([CH3:23])[CH3:22].[Cl-].[NH4+]. The catalyst is O1CCCC1. The product is [CH2:6]([C@@H:13]1[CH2:17][O:16][C:15](=[O:18])[N:14]1[C:19](=[O:24])[CH2:20][CH:21]([CH3:23])[CH3:22])[C:7]1[CH:8]=[CH:9][CH:10]=[CH:11][CH:12]=1. The yield is 0.950. (4) The yield is 0.360. The catalyst is CC#N. The reactants are Br.Br[C:3]1[S:7][C:6]([NH2:8])=[N:5][CH:4]=1.[NH:9]1[CH2:14][CH2:13][O:12][CH2:11][CH2:10]1.C([O-])([O-])=O.[Cs+].[Cs+].O. The product is [O:12]1[CH2:13][CH2:14][N:9]([C:3]2[S:7][C:6]([NH2:8])=[N:5][CH:4]=2)[CH2:10][CH2:11]1. (5) The reactants are I[C:2]1[CH:3]=[C:4]([CH:25]=[CH:26][CH:27]=1)[CH2:5][N:6]([C:18]([O:20][C:21]([CH3:24])([CH3:23])[CH3:22])=[O:19])[CH2:7][CH2:8][N:9]([CH3:17])[C:10](=[O:16])[O:11][C:12]([CH3:15])([CH3:14])[CH3:13].[B:28]1([B:28]2[O:32][C:31]([CH3:34])([CH3:33])[C:30]([CH3:36])([CH3:35])[O:29]2)[O:32][C:31]([CH3:34])([CH3:33])[C:30]([CH3:36])([CH3:35])[O:29]1.C([O-])(=O)C.[K+]. The catalyst is CS(C)=O.C1C=CC(P(C2C=CC=CC=2)[C-]2C=CC=C2)=CC=1.C1C=CC(P(C2C=CC=CC=2)[C-]2C=CC=C2)=CC=1.Cl[Pd]Cl.[Fe+2].C(Cl)Cl. The product is [CH3:35][C:30]1([CH3:36])[C:31]([CH3:34])([CH3:33])[O:32][B:28]([C:2]2[CH:3]=[C:4]([CH:25]=[CH:26][CH:27]=2)[CH2:5][N:6]([C:18]([O:20][C:21]([CH3:24])([CH3:23])[CH3:22])=[O:19])[CH2:7][CH2:8][N:9]([CH3:17])[C:10](=[O:16])[O:11][C:12]([CH3:15])([CH3:14])[CH3:13])[O:29]1. The yield is 0.820. (6) The reactants are Br[C:2]1[CH:3]=[C:4]2[C:9](=[N:10][CH:11]=1)[NH:8][C:7](=[O:12])[CH2:6][CH2:5]2.[CH3:13][N:14]([CH2:19][C:20]1[CH2:21][C:22]2[C:27]([C:28]=1[CH3:29])=[CH:26][CH:25]=[CH:24][CH:23]=2)[C:15](=[O:18])[CH:16]=[CH2:17].CCN(C(C)C)C(C)C. The catalyst is C(#N)CC.C([O-])(=O)C.[Pd+2].C([O-])(=O)C. The product is [CH3:13][N:14]([CH2:19][C:20]1[CH2:21][C:22]2[C:27]([C:28]=1[CH3:29])=[CH:26][CH:25]=[CH:24][CH:23]=2)[C:15](=[O:18])/[CH:16]=[CH:17]/[C:2]1[CH:11]=[N:10][C:9]2[NH:8][C:7](=[O:12])[CH2:6][CH2:5][C:4]=2[CH:3]=1. The yield is 0.410. (7) The reactants are CC(OI1(OC(C)=O)(OC(C)=O)OC(=O)C2C=CC=CC1=2)=O.[Cl:23][C:24]1[CH:29]=[CH:28][C:27]([S:30]([N:33]([C:40]2[CH:45]=[C:44]([Cl:46])[CH:43]=[CH:42][C:41]=2[Cl:47])[C@H:34]([CH3:39])[CH2:35][CH2:36][CH2:37][OH:38])(=[O:32])=[O:31])=[CH:26][CH:25]=1. The catalyst is ClCCl. The product is [Cl:23][C:24]1[CH:25]=[CH:26][C:27]([S:30]([N:33]([C:40]2[CH:45]=[C:44]([Cl:46])[CH:43]=[CH:42][C:41]=2[Cl:47])[C@H:34]([CH3:39])[CH2:35][CH2:36][CH:37]=[O:38])(=[O:32])=[O:31])=[CH:28][CH:29]=1. The yield is 0.510. (8) The reactants are [CH3:1][O:2][C:3]1[CH:4]=[C:5]2[C:10](=[CH:11][C:12]=1[O:13][CH3:14])[N:9]=[CH:8][CH:7]=[C:6]2[O:15][C:16]1[CH:22]=[CH:21][C:19]([NH2:20])=[CH:18][CH:17]=1.ClC(Cl)(O[C:27](=[O:33])[O:28][C:29](Cl)(Cl)Cl)Cl.[O:35]1[CH2:40][CH2:39][N:38]([CH2:41]CO)[CH2:37][CH2:36]1.C(=O)(O)[O-].[Na+]. The catalyst is C(Cl)Cl.C(N(CC)CC)C.C1(C)C=CC=CC=1. The product is [CH3:1][O:2][C:3]1[CH:4]=[C:5]2[C:10](=[CH:11][C:12]=1[O:13][CH3:14])[N:9]=[CH:8][CH:7]=[C:6]2[O:15][C:16]1[CH:22]=[CH:21][C:19]([NH:20][C:27](=[O:33])[O:28][CH2:29][CH2:41][N:38]2[CH2:39][CH2:40][O:35][CH2:36][CH2:37]2)=[CH:18][CH:17]=1. The yield is 0.480.